Predict the reactants needed to synthesize the given product. From a dataset of Full USPTO retrosynthesis dataset with 1.9M reactions from patents (1976-2016). (1) Given the product [Cl:12][CH2:7][C:6]1[N:2]([CH3:1])[N:3]=[C:4]([CH3:9])[CH:5]=1, predict the reactants needed to synthesize it. The reactants are: [CH3:1][N:2]1[C:6]([CH2:7]O)=[CH:5][C:4]([CH3:9])=[N:3]1.S(Cl)([Cl:12])=O. (2) Given the product [OH:1][C:2]1[CH:3]=[C:4](/[CH:5]=[CH:14]/[C:15]([C:17]2[CH:18]=[C:19]([O:27][CH3:28])[C:20]([O:25][CH3:26])=[C:21]([O:23][CH3:24])[CH:22]=2)=[O:16])[CH:7]=[CH:8][C:9]=1[O:10][CH2:11][CH2:12][CH3:13], predict the reactants needed to synthesize it. The reactants are: [OH:1][C:2]1[CH:3]=[C:4]([CH:7]=[CH:8][C:9]=1[O:10][CH2:11][CH2:12][CH3:13])[CH:5]=O.[CH3:14][C:15]([C:17]1[CH:22]=[C:21]([O:23][CH3:24])[C:20]([O:25][CH3:26])=[C:19]([O:27][CH3:28])[CH:18]=1)=[O:16].[OH-].[Na+]. (3) Given the product [Cl:20][C:21]1[N:26]=[CH:25][C:24]([O:5][CH2:6][CH:7]2[CH2:12][CH2:11][N:10]([C:13]([O:15][C:16]([CH3:19])([CH3:18])[CH3:17])=[O:14])[CH2:9][CH2:8]2)=[CH:23][CH:22]=1, predict the reactants needed to synthesize it. The reactants are: CS([O:5][CH2:6][CH:7]1[CH2:12][CH2:11][N:10]([C:13]([O:15][C:16]([CH3:19])([CH3:18])[CH3:17])=[O:14])[CH2:9][CH2:8]1)(=O)=O.[Cl:20][C:21]1[N:26]=[CH:25][C:24](O)=[CH:23][CH:22]=1.C([O-])([O-])=O.[Cs+].[Cs+].O. (4) Given the product [CH:9]1([CH:7]([C:1]2[CH:2]=[CH:3][CH:4]=[CH:5][CH:6]=2)[CH2:10][NH2:11])[CH2:8][CH2:18]1, predict the reactants needed to synthesize it. The reactants are: [C:1]1([C:7]2([C:10]#[N:11])[CH2:9][CH2:8]2)[CH:6]=[CH:5][CH:4]=[CH:3][CH:2]=1.[H-].[Al+3].[Li+].[H-].[H-].[H-].[CH2:18](OCC)C. (5) Given the product [F:1][C:2]1[CH:3]=[C:4]([C:8]2[N:13]=[C:12]3[S:14][CH:15]=[CH:16][C:11]3=[CH:10][C:9]=2[C@@H:17]([NH:19][C:21]2[N:29]=[CH:28][N:27]=[C:26]3[C:22]=2[N:23]=[CH:24][NH:25]3)[CH3:18])[CH:5]=[CH:6][CH:7]=1, predict the reactants needed to synthesize it. The reactants are: [F:1][C:2]1[CH:3]=[C:4]([C:8]2[N:13]=[C:12]3[S:14][CH:15]=[CH:16][C:11]3=[CH:10][C:9]=2[C@@H:17]([NH2:19])[CH3:18])[CH:5]=[CH:6][CH:7]=1.Cl[C:21]1[N:29]=[CH:28][N:27]=[C:26]2[C:22]=1[NH:23][CH:24]=[N:25]2.CCN(C(C)C)C(C)C. (6) Given the product [CH3:1][O:2][C:3]1[CH:8]=[CH:7][C:6]([NH:9][C:45](=[O:46])[CH2:44][C:25]2[CH:24]=[CH:23][C:32]3[C:27](=[CH:28][CH:29]=[CH:30][CH:31]=3)[CH:26]=2)=[CH:5][C:4]=1[O:10][CH2:11][C:12]1[C:19]2[C:20](=[CH:15][CH:16]=[CH:17][CH:18]=2)[CH:21]=[CH:22][CH:13]=1, predict the reactants needed to synthesize it. The reactants are: [CH3:1][O:2][C:3]1[CH:8]=[CH:7][C:6]([NH2:9])=[CH:5][C:4]=1[O:10][CH2:11][CH2:12][C:13]1[CH:22]=[CH:21][C:20]2[C:15](=[CH:16][CH:17]=[CH:18][CH:19]=2)C=1.[C:23]1(CC(Cl)=O)[C:32]2[C:27](=[CH:28][CH:29]=[CH:30][CH:31]=2)[CH:26]=[CH:25][CH:24]=1.C(N(CC)CC)C.[CH3:44][C:45](N(C)C)=[O:46].